From a dataset of Catalyst prediction with 721,799 reactions and 888 catalyst types from USPTO. Predict which catalyst facilitates the given reaction. Reactant: [CH:1]1([CH2:6][C@H:7]([C:11]2[CH:16]=[CH:15][C:14]([S:17]([CH3:20])(=[O:19])=[O:18])=[C:13]([CH3:21])[CH:12]=2)[C:8]([OH:10])=O)[CH2:5][CH2:4][CH2:3][CH2:2]1.C(Cl)(=O)C(Cl)=O.[NH2:28][C:29]1[CH:34]=[N:33][C:32]([Br:35])=[CH:31][N:30]=1.N1C=CC=CC=1. Product: [Br:35][C:32]1[N:33]=[CH:34][C:29]([NH:28][C:8](=[O:10])[C@@H:7]([C:11]2[CH:16]=[CH:15][C:14]([S:17]([CH3:20])(=[O:19])=[O:18])=[C:13]([CH3:21])[CH:12]=2)[CH2:6][CH:1]2[CH2:2][CH2:3][CH2:4][CH2:5]2)=[N:30][CH:31]=1. The catalyst class is: 306.